Dataset: Full USPTO retrosynthesis dataset with 1.9M reactions from patents (1976-2016). Task: Predict the reactants needed to synthesize the given product. (1) Given the product [Br:1][C:2]1[N:11]=[C:5]2[CH:6]=[CH:7][CH:8]=[C:9]([N:16]3[CH2:17][C:14]([CH3:13])([OH:18])[CH2:15]3)[N:4]2[N:3]=1, predict the reactants needed to synthesize it. The reactants are: [Br:1][C:2]1[N:11]=[C:5]2[CH:6]=[CH:7][CH:8]=[C:9](Br)[N:4]2[N:3]=1.Cl.[CH3:13][C:14]1([OH:18])[CH2:17][NH:16][CH2:15]1.C(=O)([O-])[O-].[K+].[K+]. (2) Given the product [OH:16][CH2:15][C:10]1([OH:14])[CH2:11][CH2:12][CH2:13][NH:8][CH2:9]1, predict the reactants needed to synthesize it. The reactants are: C([N:8]1[CH2:13][CH2:12][CH2:11][C:10]([CH2:15][OH:16])([OH:14])[CH2:9]1)C1C=CC=CC=1.[H][H]. (3) Given the product [CH3:23][O:24][C:25](=[O:37])[CH2:26][C:27]1[C:28]([CH3:36])=[C:29]([S:12][C:13]2[CH:14]=[CH:15][CH:16]=[C:17]3[C:22]=2[N:21]=[CH:20][CH:19]=[CH:18]3)[N:30]2[C:35]=1[CH:34]=[CH:33][CH:32]=[CH:31]2, predict the reactants needed to synthesize it. The reactants are: [N:21]1[C:22]2[C:17](=[CH:16][CH:15]=[CH:14][C:13]=2[S:12][S:12][C:13]2[CH:14]=[CH:15][CH:16]=[C:17]3[C:22]=2[N:21]=[CH:20][CH:19]=[CH:18]3)[CH:18]=[CH:19][CH:20]=1.[CH3:23][O:24][C:25](=[O:37])[CH2:26][C:27]1[C:28]([CH3:36])=[CH:29][N:30]2[C:35]=1[CH:34]=[CH:33][CH:32]=[CH:31]2.II. (4) Given the product [F:38][C:35]([F:36])([F:37])[C:21]1[N:20]=[C:19]([N:17]2[CH:18]=[C:14]([C:12]3[S:13][C:9]([S:6]([NH2:5])(=[O:7])=[O:8])=[CH:10][N:11]=3)[N:15]=[CH:16]2)[CH:24]=[C:23]([C:25]2[CH:26]=[CH:27][C:28]([C:31]([F:32])([F:33])[F:34])=[CH:29][CH:30]=2)[CH:22]=1, predict the reactants needed to synthesize it. The reactants are: C([NH:5][S:6]([C:9]1[S:13][C:12]([C:14]2[N:15]=[CH:16][N:17]([C:19]3[CH:24]=[C:23]([C:25]4[CH:30]=[CH:29][C:28]([C:31]([F:34])([F:33])[F:32])=[CH:27][CH:26]=4)[CH:22]=[C:21]([C:35]([F:38])([F:37])[F:36])[N:20]=3)[CH:18]=2)=[N:11][CH:10]=1)(=[O:8])=[O:7])(C)(C)C.C(O)(C(F)(F)F)=O. (5) Given the product [NH:55]1[CH2:56][CH2:57][N:53]=[C:54]1[C:58]1[CH:59]=[CH:60][C:61]([CH2:64][CH2:65][NH:66][C:50](=[O:52])[CH2:49][CH:41]2[N:40]([S:37]([C:32]3[CH:31]=[CH:30][C:29]4[C:34](=[CH:35][CH:36]=[C:27]([O:26][CH3:25])[CH:28]=4)[CH:33]=3)(=[O:38])=[O:39])[CH2:45][CH2:44][N:43]3[CH:46]=[CH:47][CH:48]=[C:42]23)=[CH:62][CH:63]=1, predict the reactants needed to synthesize it. The reactants are: CN(C(ON1N=NC2C=CC=NC1=2)=[N+](C)C)C.F[P-](F)(F)(F)(F)F.[CH3:25][O:26][C:27]1[CH:28]=[C:29]2[C:34](=[CH:35][CH:36]=1)[CH:33]=[C:32]([S:37]([N:40]1[CH2:45][CH2:44][N:43]3[CH:46]=[CH:47][CH:48]=[C:42]3[CH:41]1[CH2:49][C:50]([OH:52])=O)(=[O:39])=[O:38])[CH:31]=[CH:30]2.[NH:53]1[CH2:57][CH2:56][N:55]=[C:54]1[C:58]1[CH:63]=[CH:62][C:61]([CH2:64][CH2:65][NH2:66])=[CH:60][CH:59]=1.CCN(C(C)C)C(C)C. (6) Given the product [NH2:24][C:21]1[CH:22]=[CH:23][C:18]([N:15]2[CH2:16][CH2:17][C:12]3[C:11]([C:28]([O:30][CH2:31][CH3:32])=[O:29])=[N:10][N:9]([C:6]4[CH:7]=[CH:8][C:3]([O:2][CH3:1])=[CH:4][CH:5]=4)[C:13]=3[C:14]2=[O:27])=[CH:19][CH:20]=1, predict the reactants needed to synthesize it. The reactants are: [CH3:1][O:2][C:3]1[CH:8]=[CH:7][C:6]([N:9]2[C:13]3[C:14](=[O:27])[N:15]([C:18]4[CH:23]=[CH:22][C:21]([N+:24]([O-])=O)=[CH:20][CH:19]=4)[CH2:16][CH2:17][C:12]=3[C:11]([C:28]([O:30][CH2:31][CH3:32])=[O:29])=[N:10]2)=[CH:5][CH:4]=1.[Cl-].[NH4+].C(Cl)Cl.C1CCCCC1.